Dataset: NCI-60 drug combinations with 297,098 pairs across 59 cell lines. Task: Regression. Given two drug SMILES strings and cell line genomic features, predict the synergy score measuring deviation from expected non-interaction effect. (1) Drug 1: CCC1=CC2CC(C3=C(CN(C2)C1)C4=CC=CC=C4N3)(C5=C(C=C6C(=C5)C78CCN9C7C(C=CC9)(C(C(C8N6C)(C(=O)OC)O)OC(=O)C)CC)OC)C(=O)OC.C(C(C(=O)O)O)(C(=O)O)O. Drug 2: CC1=C(C(=O)C2=C(C1=O)N3CC4C(C3(C2COC(=O)N)OC)N4)N. Cell line: COLO 205. Synergy scores: CSS=56.8, Synergy_ZIP=0.180, Synergy_Bliss=-3.76, Synergy_Loewe=-3.19, Synergy_HSA=-0.850. (2) Drug 1: CC(C1=C(C=CC(=C1Cl)F)Cl)OC2=C(N=CC(=C2)C3=CN(N=C3)C4CCNCC4)N. Drug 2: CC1CCCC2(C(O2)CC(NC(=O)CC(C(C(=O)C(C1O)C)(C)C)O)C(=CC3=CSC(=N3)C)C)C. Cell line: HL-60(TB). Synergy scores: CSS=40.1, Synergy_ZIP=3.29, Synergy_Bliss=14.1, Synergy_Loewe=6.41, Synergy_HSA=8.06. (3) Drug 1: CCCCCOC(=O)NC1=NC(=O)N(C=C1F)C2C(C(C(O2)C)O)O. Drug 2: CC1CCC2CC(C(=CC=CC=CC(CC(C(=O)C(C(C(=CC(C(=O)CC(OC(=O)C3CCCCN3C(=O)C(=O)C1(O2)O)C(C)CC4CCC(C(C4)OC)OCCO)C)C)O)OC)C)C)C)OC. Cell line: UO-31. Synergy scores: CSS=9.73, Synergy_ZIP=-3.18, Synergy_Bliss=-1.64, Synergy_Loewe=-66.5, Synergy_HSA=-1.06.